From a dataset of Full USPTO retrosynthesis dataset with 1.9M reactions from patents (1976-2016). Predict the reactants needed to synthesize the given product. (1) Given the product [C:16]1([CH3:26])[C:17]([S:22]([O:13][C@H:10]2[CH2:11][CH2:12][N:8]([CH2:1][C:2]3[CH:3]=[CH:4][CH:5]=[CH:6][CH:7]=3)[CH2:9]2)(=[O:24])=[O:23])=[CH:18][CH:19]=[CH:20][CH:21]=1, predict the reactants needed to synthesize it. The reactants are: [CH2:1]([N:8]1[CH2:12][CH2:11][C@H:10]([OH:13])[CH2:9]1)[C:2]1[CH:7]=[CH:6][CH:5]=[CH:4][CH:3]=1.[OH-].[Na+].[C:16]1([CH3:26])[C:17]([S:22](Cl)(=[O:24])=[O:23])=[CH:18][CH:19]=[CH:20][CH:21]=1.[Na+].[Cl-]. (2) The reactants are: C([Li])[CH2:2][CH2:3][CH3:4].[C:6]([N:13]1[CH:17]=[CH:16][CH:15]=[CH:14]1)([O:8][C:9]([CH3:12])([CH3:11])[CH3:10])=[O:7].[B:18](OC)([O:21]C)[O:19][CH3:20].Cl. Given the product [CH:3]([NH:13][CH:17]([CH3:16])[CH3:20])([CH3:4])[CH3:2].[C:9]([O:8][C:6]([N:13]1[CH:14]=[CH:15][CH:16]=[C:17]1[B:18]([OH:21])[OH:19])=[O:7])([CH3:12])([CH3:11])[CH3:10], predict the reactants needed to synthesize it. (3) The reactants are: CO.CO.CCCCCC.[NH:11]1[CH:15]=[CH:14][N:13]=[CH:12]1.C1C[O:20][CH:19]=[CH:18]C1.[O:22]1C=[CH:26][CH2:25][CH2:24][CH2:23]1. Given the product [CH3:12][N:13]1[C:19](=[O:20])[CH2:18][CH2:15][CH2:14]1.[CH3:12][N:11]1[CH2:26][CH2:25][CH2:24][C:23]1=[O:22], predict the reactants needed to synthesize it. (4) Given the product [CH2:15]([O:17][C:18](=[O:19])[C:20]1[CH:25]=[C:24]([C:26]#[N:27])[C:23]([O:28][S:10]([CH3:13])(=[O:12])=[O:11])=[N:22][C:21]=1[CH2:29][O:30][CH2:31][C:32]1[CH:37]=[CH:36][C:35]([O:38][CH3:39])=[C:34]([O:40][CH3:41])[CH:33]=1)[CH3:16], predict the reactants needed to synthesize it. The reactants are: CCN(C(C)C)C(C)C.[S:10](Cl)([CH3:13])(=[O:12])=[O:11].[CH2:15]([O:17][C:18]([C:20]1[CH:25]=[C:24]([C:26]#[N:27])[C:23](=[O:28])[NH:22][C:21]=1[CH2:29][O:30][CH2:31][C:32]1[CH:37]=[CH:36][C:35]([O:38][CH3:39])=[C:34]([O:40][CH3:41])[CH:33]=1)=[O:19])[CH3:16].Cl.